Task: Predict the reaction yield, written as a fraction of the theoretical maximum amount of product (1.0 means a 100% yield; for example, 0.34 means a 34% yield).. Dataset: Reaction yield outcomes from USPTO patents with 853,638 reactions The reactants are [F:1][C:2]([F:15])([F:14])[C:3]1[CH:4]=[C:5]([CH:7]=[C:8]([C:10]([F:13])([F:12])[F:11])[CH:9]=1)[NH2:6].C(OC([NH:23][C@H:24]([C:32](O)=[O:33])[CH2:25][C:26]1[CH:31]=[CH:30][CH:29]=[CH:28][CH:27]=1)=O)(C)(C)C.P(Cl)(Cl)Cl.C(=O)([O-])O.[Na+]. The catalyst is C1(C)C=CC=CC=1. The product is [NH2:23][C@@H:24]([CH2:25][C:26]1[CH:31]=[CH:30][CH:29]=[CH:28][CH:27]=1)[C:32]([NH:6][C:5]1[CH:4]=[C:3]([C:2]([F:14])([F:15])[F:1])[CH:9]=[C:8]([C:10]([F:11])([F:12])[F:13])[CH:7]=1)=[O:33]. The yield is 0.929.